Dataset: Full USPTO retrosynthesis dataset with 1.9M reactions from patents (1976-2016). Task: Predict the reactants needed to synthesize the given product. (1) Given the product [Br:14][C:15]1[C:21]([N+:6]([O-:9])=[O:7])=[CH:20][C:18]([NH2:19])=[C:17]([O:22][CH3:23])[CH:16]=1, predict the reactants needed to synthesize it. The reactants are: S(=O)(=O)(O)O.[N+:6]([O-:9])(O)=[O:7].NC(N)=N.[Br:14][C:15]1[CH:21]=[CH:20][C:18]([NH2:19])=[C:17]([O:22][CH3:23])[CH:16]=1. (2) Given the product [Cl:1][C:2]1[C:3]([F:9])=[CH:4][CH:5]=[C:6]([Cl:8])[C:7]=1[CH:15]=[O:16], predict the reactants needed to synthesize it. The reactants are: [Cl:1][C:2]1[CH:7]=[C:6]([Cl:8])[CH:5]=[CH:4][C:3]=1[F:9].[Li]CCCC.[CH:15](OC)=[O:16]. (3) Given the product [C:2]1([CH3:1])[CH:7]=[CH:6][CH:5]=[C:4]([CH2:8][CH2:9][CH2:10][O:11][S:13]([CH3:12])(=[O:15])=[O:14])[CH:3]=1, predict the reactants needed to synthesize it. The reactants are: [CH3:1][C:2]1[CH:3]=[C:4]([CH2:8][CH2:9][CH2:10][OH:11])[CH:5]=[CH:6][CH:7]=1.[CH3:12][S:13](Cl)(=[O:15])=[O:14].CCN(CC)CC. (4) Given the product [Cl:32][C:29]1[N:28]=[CH:27][C:26]([NH:25][C:12]([C:10]2[N:9]([CH2:15][C:16]3[CH:21]=[CH:20][CH:19]=[C:18]([F:22])[CH:17]=3)[C:7]3=[N:8][C:3]([C:2]([F:24])([F:23])[F:1])=[CH:4][CH:5]=[C:6]3[CH:11]=2)=[O:14])=[CH:31][CH:30]=1, predict the reactants needed to synthesize it. The reactants are: [F:1][C:2]([F:24])([F:23])[C:3]1[N:8]=[C:7]2[N:9]([CH2:15][C:16]3[CH:21]=[CH:20][CH:19]=[C:18]([F:22])[CH:17]=3)[C:10]([C:12]([OH:14])=O)=[CH:11][C:6]2=[CH:5][CH:4]=1.[NH2:25][C:26]1[CH:27]=[N:28][C:29]([Cl:32])=[CH:30][CH:31]=1.